From a dataset of Forward reaction prediction with 1.9M reactions from USPTO patents (1976-2016). Predict the product of the given reaction. (1) Given the reactants [F:1][C:2]([F:7])([F:6])[C:3]([NH2:5])=[O:4].O.[C:9]1(C)[CH:14]=[CH:13][C:12](S(O)(=O)=O)=[CH:11][CH:10]=1.C([O-])(O)=O.[Na+].[Cl-].[Na+].O.[CH2:28]1[CH2:32][O:31][CH2:30][CH2:29]1.O, predict the reaction product. The product is: [F:1][C:2]([F:7])([F:6])[C:3]([NH:5][CH2:13][CH2:12][CH2:11][CH2:10][C:9]1[CH:32]=[CH:28][CH:29]=[C:30]([OH:31])[CH:14]=1)=[O:4]. (2) Given the reactants C1([O:7][C:8]2C=CC=CC=2)C=CC=CC=1.[N:14](CCCC)(CCCC)CCCC.[C:27]1([C:33]2[O:37][C:36](/[CH:38]=[CH:39]/C(N=[N+]=[N-])=O)=[CH:35][CH:34]=2)[CH:32]=[CH:31][CH:30]=[CH:29][CH:28]=1, predict the reaction product. The product is: [C:27]1([C:33]2[O:37][C:36]3[CH:38]=[CH:39][NH:14][C:8](=[O:7])[C:35]=3[CH:34]=2)[CH:28]=[CH:29][CH:30]=[CH:31][CH:32]=1. (3) Given the reactants C[O:2][C:3](=[O:27])[C:4]1[CH:9]=[CH:8][C:7]([CH:10]([NH:19][C:20]([O:22][C:23]([CH3:26])([CH3:25])[CH3:24])=[O:21])[CH2:11][C:12]([O:14][C:15]([CH3:18])([CH3:17])[CH3:16])=[O:13])=[CH:6][CH:5]=1.[Li+].[OH-], predict the reaction product. The product is: [C:15]([O:14][C:12]([CH2:11][CH:10]([C:7]1[CH:6]=[CH:5][C:4]([C:3]([OH:27])=[O:2])=[CH:9][CH:8]=1)[NH:19][C:20]([O:22][C:23]([CH3:26])([CH3:25])[CH3:24])=[O:21])=[O:13])([CH3:16])([CH3:17])[CH3:18]. (4) Given the reactants C([O:4][C:5]1[CH:10]=[C:9]([C:11]#[N:12])[C:8](Br)=[C:7]([C:14]#[N:15])[C:6]=1[O:16]C(=O)C)(=O)C.[CH2:20]([O:23][C:24]1[CH:25]=[C:26](B(O)O)[CH:27]=[CH:28][CH:29]=1)[CH2:21][CH3:22], predict the reaction product. The product is: [OH:16][C:6]1[C:5]([OH:4])=[CH:10][C:9]([C:11]#[N:12])=[C:8]([C:27]2[CH:26]=[CH:25][C:24]([O:23][CH2:20][CH2:21][CH3:22])=[CH:29][CH:28]=2)[C:7]=1[C:14]#[N:15]. (5) The product is: [F:1][C:2]([F:21])([F:22])[CH2:3][CH:4]([NH:20][CH:23]=[O:24])[CH2:5][C:6]1[CH:11]=[CH:10][C:9]([O:12][CH3:13])=[C:8]([O:14][CH2:15][CH2:16][CH2:17][O:18][CH3:19])[CH:7]=1. Given the reactants [F:1][C:2]([F:22])([F:21])[CH2:3][CH:4]([NH2:20])[CH2:5][C:6]1[CH:11]=[CH:10][C:9]([O:12][CH3:13])=[C:8]([O:14][CH2:15][CH2:16][CH2:17][O:18][CH3:19])[CH:7]=1.[CH:23](OCC)=[O:24], predict the reaction product. (6) Given the reactants [NH2:1][C:2]1[C:11]([C:12]2[CH:17]=[CH:16][C:15]([O:18][CH2:19][C:20]3C=CC=CC=3)=[CH:14][CH:13]=2)=[N:10][C:9]([C:26]2[CH:31]=[CH:30][C:29]([O:32][CH3:33])=[CH:28][CH:27]=2)=[CH:8][C:3]=1[C:4](OC)=[O:5].N([O-])=O.[Na+].[N-:38]=[N+]=[N-].[Na+].C([O:44][CH2:45]C)C, predict the reaction product. The product is: [CH3:45][O:44][CH2:20][CH2:19][O:18][C:15]1[CH:16]=[CH:17][C:12]2[C:11]3[N:10]=[C:9]([C:26]4[CH:27]=[CH:28][C:29]([O:32][CH3:33])=[CH:30][CH:31]=4)[CH:8]=[C:3]([C:4]([NH2:38])=[O:5])[C:2]=3[NH:1][C:13]=2[CH:14]=1. (7) Given the reactants [CH3:1][C:2]1[N:6]=[C:5]([C:7]2[S:11][C:10]([NH2:12])=[N:9][C:8]=2[C:13]2[CH:18]=[CH:17][CH:16]=[CH:15][CH:14]=2)[O:4][N:3]=1.[S:19]1[CH:23]=[CH:22][CH:21]=[C:20]1[CH2:24][C:25](Cl)=[O:26], predict the reaction product. The product is: [CH3:1][C:2]1[N:6]=[C:5]([C:7]2[S:11][C:10]([NH:12][C:25](=[O:26])[CH2:24][C:20]3[S:19][CH:23]=[CH:22][CH:21]=3)=[N:9][C:8]=2[C:13]2[CH:14]=[CH:15][CH:16]=[CH:17][CH:18]=2)[O:4][N:3]=1.